This data is from Reaction yield outcomes from USPTO patents with 853,638 reactions. The task is: Predict the reaction yield, written as a fraction of the theoretical maximum amount of product (1.0 means a 100% yield; for example, 0.34 means a 34% yield). (1) The reactants are [NH2:1][C:2]1[S:3][C:4]2[CH:10]=[CH:9][C:8]([N+:11]([O-:13])=[O:12])=[CH:7][C:5]=2[N:6]=1.[C:14](Cl)(=[O:21])[C:15]1[CH:20]=[CH:19][CH:18]=[CH:17][CH:16]=1.N1C=CC=CC=1. The catalyst is O. The product is [N+:11]([C:8]1[CH:9]=[CH:10][C:4]2[S:3][C:2]([NH:1][C:14](=[O:21])[C:15]3[CH:20]=[CH:19][CH:18]=[CH:17][CH:16]=3)=[N:6][C:5]=2[CH:7]=1)([O-:13])=[O:12]. The yield is 0.780. (2) The reactants are C(OC([NH:8][C@@H:9]1[CH2:14][C@H:13]2[CH2:15][C@@H:10]1[CH2:11][N:12]2[C:16]1[C:28]2[C:27]3[C:22](=[C:23]([N:30]([CH3:52])[C:31]([O:33][CH2:34][O:35][C:36](=[O:51])[CH2:37][N:38]4[CH2:43][CH2:42][N:41](C(OC(C)(C)C)=O)[CH2:40][CH2:39]4)=[O:32])[CH:24]=[C:25]([F:29])[CH:26]=3)[NH:21][C:20]=2[N:19]=[C:18]([O:53][C:54]2[CH:55]=[N:56][C:57]([CH3:60])=[N:58][CH:59]=2)[N:17]=1)=O)(C)(C)C. The catalyst is FC(F)(F)C(O)=O. The product is [N:38]1([CH2:37][C:36]([O:35][CH2:34][O:33][C:31](=[O:32])[N:30]([C:23]2[CH:24]=[C:25]([F:29])[CH:26]=[C:27]3[C:22]=2[NH:21][C:20]2[N:19]=[C:18]([O:53][C:54]4[CH:55]=[N:56][C:57]([CH3:60])=[N:58][CH:59]=4)[N:17]=[C:16]([N:12]4[CH2:11][C@H:10]5[CH2:15][C@@H:13]4[CH2:14][C@H:9]5[NH2:8])[C:28]3=2)[CH3:52])=[O:51])[CH2:39][CH2:40][NH:41][CH2:42][CH2:43]1. The yield is 0.760. (3) The reactants are [OH:1][N:2]1[C:6](=[O:7])[CH2:5][CH2:4][C:3]1=[O:8].[CH3:9][O:10][C:11]([C@H:13]1[CH2:18][CH2:17][C@H:16]([C:19](O)=[O:20])[CH2:15][CH2:14]1)=[O:12].C1(N=C=NC2CCCCC2)CCCCC1. The catalyst is C1COCC1. The product is [O:8]=[C:3]1[CH2:4][CH2:5][C:6](=[O:7])[N:2]1[O:1][C:19]([C@H:16]1[CH2:15][CH2:14][C@H:13]([C:11]([O:10][CH3:9])=[O:12])[CH2:18][CH2:17]1)=[O:20]. The yield is 0.780.